Dataset: Forward reaction prediction with 1.9M reactions from USPTO patents (1976-2016). Task: Predict the product of the given reaction. Given the reactants [Cl:1][C:2]1[CH:3]=[N:4][CH:5]=[C:6]([CH:10]=1)[C:7](O)=[O:8].ClC(OC)=O.[H-].[Al+3].[Li+].[H-].[H-].[H-], predict the reaction product. The product is: [Cl:1][C:2]1[CH:10]=[C:6]([CH2:7][OH:8])[CH:5]=[N:4][CH:3]=1.